From a dataset of Full USPTO retrosynthesis dataset with 1.9M reactions from patents (1976-2016). Predict the reactants needed to synthesize the given product. (1) Given the product [CH2:11]([NH:1][CH2:2][CH2:3][C:4]1[CH:9]=[CH:8][C:7]([OH:10])=[CH:6][CH:5]=1)[CH3:12], predict the reactants needed to synthesize it. The reactants are: [NH2:1][CH2:2][CH2:3][C:4]1[CH:9]=[CH:8][C:7]([OH:10])=[CH:6][CH:5]=1.[CH:11](=O)[CH3:12].[BH3-]C#N.[Na+].C(NCC)C. (2) Given the product [CH:1]1([CH:6]2[CH2:14][C:13]3[C:8](=[C:9]([CH3:32])[C:10]([CH3:31])=[C:11]([O:15][CH2:16][C:17]4[CH:18]=[C:19]([C:35]5[CH:36]=[CH:37][C:38]([OH:45])=[C:39]([C:40]([OH:42])=[O:41])[CH:44]=5)[CH:20]=[CH:21][CH:22]=4)[CH:12]=3)[C:7]2=[O:33])[CH2:2][CH2:3][CH2:4][CH2:5]1, predict the reactants needed to synthesize it. The reactants are: [CH:1]1([CH:6]2[CH2:14][C:13]3[C:8](=[C:9]([CH3:32])[C:10]([CH3:31])=[C:11]([O:15][CH2:16][C:17]4[CH:22]=[CH:21][CH:20]=[C:19](B5OCC(C)(C)CO5)[CH:18]=4)[CH:12]=3)[C:7]2=[O:33])[CH2:5][CH2:4][CH2:3][CH2:2]1.Br[C:35]1[CH:36]=[CH:37][C:38]([OH:45])=[C:39]([CH:44]=1)[C:40]([O:42]C)=[O:41]. (3) Given the product [C:1]([O:4][C@H:5]1[C@H:10]([O:11][C:12](=[O:14])[CH3:13])[C@@H:9]([O:15][C:16](=[O:18])[CH3:17])[C@H:8]([C:19]2[CH:28]=[C:27]([CH2:29][C:30]3[CH:35]=[CH:34][C:33]([CH:36]=[CH2:37])=[CH:32][CH:31]=3)[C:26]([Cl:39])=[C:25]3[C:20]=2[CH2:21][CH2:22][CH2:23][O:24]3)[O:7][C@@H:6]1[CH2:40][O:41][C:42](=[O:44])[CH3:43])(=[O:3])[CH3:2], predict the reactants needed to synthesize it. The reactants are: [C:1]([O:4][C@H:5]1[C@H:10]([O:11][C:12](=[O:14])[CH3:13])[C@@H:9]([O:15][C:16](=[O:18])[CH3:17])[C@H:8]([C:19]2[CH:28]=[C:27]([CH2:29][C:30]3[CH:35]=[CH:34][C:33]([C:36](=O)[CH3:37])=[CH:32][CH:31]=3)[C:26]([Cl:39])=[C:25]3[C:20]=2[CH2:21][CH2:22][CH2:23][O:24]3)[O:7][C@@H:6]1[CH2:40][O:41][C:42](=[O:44])[CH3:43])(=[O:3])[CH3:2]. (4) Given the product [Br:1][C:2]1[CH:16]=[CH:15][C:14]2[O:17][C:25]([C:18]([OH:19])=[O:21])=[CH:24][C:13]=2[CH:3]=1, predict the reactants needed to synthesize it. The reactants are: [Br:1][CH:2](C(OCC)=O)[C:3](OCC)=O.[CH3:13][C:14](=[O:17])[CH2:15][CH3:16].[C:18](=[O:21])([O-])[O-:19].[K+].[K+].[CH3:24][CH2:25]O.